Dataset: Reaction yield outcomes from USPTO patents with 853,638 reactions. Task: Predict the reaction yield, written as a fraction of the theoretical maximum amount of product (1.0 means a 100% yield; for example, 0.34 means a 34% yield). (1) The reactants are P(Cl)(Cl)(Cl)=O.[CH3:6][N:7](C)[CH:8]=[O:9].[C:11]1([N:17]2[C:21]3=[N:22][CH:23]=[CH:24][CH:25]=[C:20]3[CH2:19][C:18]2=O)C=CC=CC=1.[OH-].[NH4+]. The catalyst is O.ClCCl.N1C=CC=CC=1. The product is [CH3:11][N:17]([CH:18]=[C:19]1[C:20]2[C:6](=[N:22][CH:23]=[CH:24][CH:25]=2)[NH:7][C:8]1=[O:9])[CH3:21]. The yield is 0.479. (2) The reactants are [F:1][C:2]1[CH:8]=[CH:7][C:5]([NH2:6])=[CH:4][CH:3]=1.N1C=CC=CC=1.Cl.CN(C)CCCN=C=NCC.[N:27]1([S:33]([C:36]2[CH:37]=[C:38]([CH:42]=[CH:43][CH:44]=2)[C:39](O)=[O:40])(=[O:35])=[O:34])[CH2:32][CH2:31][CH2:30][CH2:29][CH2:28]1. The catalyst is C(OCC)(=O)C.CN(C=O)C. The product is [F:1][C:2]1[CH:8]=[CH:7][C:5]([NH:6][C:39](=[O:40])[C:38]2[CH:42]=[CH:43][CH:44]=[C:36]([S:33]([N:27]3[CH2:32][CH2:31][CH2:30][CH2:29][CH2:28]3)(=[O:35])=[O:34])[CH:37]=2)=[CH:4][CH:3]=1. The yield is 0.650. (3) The reactants are [Cl-].[CH3:2]OC[P+](C1C=CC=CC=1)(C1C=CC=CC=1)C1C=CC=CC=1.C[Si]([N-][Si](C)(C)C)(C)C.[K+].[NH2:34][C:35]1[C:40]([C:41]([C:43]2[CH:44]=[N:45][C:46]([NH2:49])=[CH:47][CH:48]=2)=O)=[CH:39][C:38]([C:50]2[CH:55]=[CH:54][C:53]([O:56][CH3:57])=[C:52]([O:58][CH3:59])[CH:51]=2)=[CH:37][N:36]=1. The catalyst is C1COCC1. The product is [CH3:59][O:58][C:52]1[CH:51]=[C:50]([C:38]2[CH:39]=[C:40]3[C:41]([C:43]4[CH:48]=[CH:47][C:46]([NH2:49])=[N:45][CH:44]=4)=[CH:2][NH:34][C:35]3=[N:36][CH:37]=2)[CH:55]=[CH:54][C:53]=1[O:56][CH3:57]. The yield is 0.290. (4) The reactants are [OH:1][C:2]1[CH:3]=[C:4]([C:8]23[CH2:15][CH2:14][C:11]([CH2:16][CH2:17][O:18][CH2:19][C:20]([O:22]C(C)(C)C)=[O:21])([CH2:12][CH2:13]2)[CH2:10][O:9]3)[CH:5]=[CH:6][CH:7]=1.Br[CH2:28][CH:29]1[CH2:32][CH2:31][CH2:30]1.C([O-])([O-])=O.[Cs+].[Cs+]. The catalyst is CC#N. The product is [CH:29]1([CH2:28][O:1][C:2]2[CH:3]=[C:4]([C:8]34[CH2:13][CH2:12][C:11]([CH2:16][CH2:17][O:18][CH2:19][C:20]([OH:22])=[O:21])([CH2:14][CH2:15]3)[CH2:10][O:9]4)[CH:5]=[CH:6][CH:7]=2)[CH2:32][CH2:31][CH2:30]1. The yield is 0.670.